This data is from Full USPTO retrosynthesis dataset with 1.9M reactions from patents (1976-2016). The task is: Predict the reactants needed to synthesize the given product. (1) Given the product [CH:1]1([C:4]2[NH:8][C:7]3[C:9]([C:14]([NH:17][CH2:18][CH:19]4[CH2:24][CH2:23][CH2:22][NH:21][CH2:20]4)=[O:16])=[CH:10][CH:11]=[C:12]([OH:13])[C:6]=3[N:5]=2)[CH2:2][CH2:3]1, predict the reactants needed to synthesize it. The reactants are: [CH:1]1([C:4]2[NH:8][C:7]3[C:9]([C:14]([OH:16])=O)=[CH:10][CH:11]=[C:12]([OH:13])[C:6]=3[N:5]=2)[CH2:3][CH2:2]1.[NH2:17][CH2:18][CH:19]1[CH2:24][CH2:23][CH2:22][N:21](C(OC(C)(C)C)=O)[CH2:20]1. (2) Given the product [CH:24]1[C:25]2[N:26]([C:2]3[CH:7]=[CH:6][C:5]([C:8]4[CH:13]=[CH:12][C:11]([OH:14])=[CH:10][CH:9]=4)=[CH:4][CH:3]=3)[C:27]3[C:19](=[CH:18][CH:17]=[CH:16][CH:15]=3)[C:20]=2[CH:21]=[CH:22][CH:23]=1, predict the reactants needed to synthesize it. The reactants are: Br[C:2]1[CH:7]=[CH:6][C:5]([C:8]2[CH:13]=[CH:12][C:11]([OH:14])=[CH:10][CH:9]=2)=[CH:4][CH:3]=1.[CH:15]1[C:27]2[NH:26][C:25]3[C:20](=[CH:21][CH:22]=[CH:23][CH:24]=3)[C:19]=2[CH:18]=[CH:17][CH:16]=1.C1(C)C=CC=CC=1.C(P(C(C)(C)C)C(C)(C)C)(C)(C)C.CC([O-])(C)C.[Na+]. (3) Given the product [CH2:1]([O:4][N:5]([C@H:18]1[CH2:23][N:22]([C:24]([O:26][C:27]([CH3:29])([CH3:28])[CH3:30])=[O:25])[C@H:21]([CH2:31][OH:32])[C:20]([CH3:40])=[C:19]1[CH3:41])[S:6]([C:9]1[CH:14]=[CH:13][CH:12]=[CH:11][C:10]=1[N+:15]([O-:17])=[O:16])(=[O:8])=[O:7])[CH:2]=[CH2:3], predict the reactants needed to synthesize it. The reactants are: [CH2:1]([O:4][N:5]([C@H:18]1[CH2:23][N:22]([C:24]([O:26][C:27]([CH3:30])([CH3:29])[CH3:28])=[O:25])[C@H:21]([CH2:31][O:32][Si](C(C)(C)C)(C)C)[C:20]([CH3:40])=[C:19]1[CH3:41])[S:6]([C:9]1[CH:14]=[CH:13][CH:12]=[CH:11][C:10]=1[N+:15]([O-:17])=[O:16])(=[O:8])=[O:7])[CH:2]=[CH2:3].C(ON([C@H]1CN(C(OC(C)(C)C)=O)[C@H](CO)C=C1C)S(C1C=CC=CC=1[N+]([O-])=O)(=O)=O)C=C. (4) The reactants are: [NH2:1][CH:2]1[CH2:7][CH2:6][N:5]([CH2:8][CH2:9][N:10]2[C:19]3[C:14](=[CH:15][CH:16]=[C:17]([F:20])[CH:18]=3)[N:13]=[CH:12][C:11]2=[O:21])[CH2:4][CH2:3]1.[O:22]=[C:23]1[CH2:28][S:27][C:26]2[CH:29]=[CH:30][C:31]([CH:33]=O)=[N:32][C:25]=2[NH:24]1.C(O[BH-](OC(=O)C)OC(=O)C)(=O)C.[Na+].C(=O)([O-])O.[Na+]. Given the product [F:20][C:17]1[CH:18]=[C:19]2[C:14]([N:13]=[CH:12][C:11](=[O:21])[N:10]2[CH2:9][CH2:8][N:5]2[CH2:4][CH2:3][CH:2]([NH:1][CH2:33][C:31]3[CH:30]=[CH:29][C:26]4[S:27][CH2:28][C:23](=[O:22])[NH:24][C:25]=4[N:32]=3)[CH2:7][CH2:6]2)=[CH:15][CH:16]=1, predict the reactants needed to synthesize it.